Predict the reaction yield, written as a fraction of the theoretical maximum amount of product (1.0 means a 100% yield; for example, 0.34 means a 34% yield). From a dataset of Reaction yield outcomes from USPTO patents with 853,638 reactions. (1) The reactants are [Cl:1][C:2]1[CH:7]=[C:6](Cl)[CH:5]=[C:4]([Cl:9])[N:3]=1.[CH:10]1([C:14]#[N:15])[CH2:13][CH2:12][CH2:11]1.C[Si]([N-][Si](C)(C)C)(C)C.[Li+]. The catalyst is C1COCC1. The product is [Cl:1][C:2]1[CH:7]=[C:6]([C:10]2([C:14]#[N:15])[CH2:13][CH2:12][CH2:11]2)[CH:5]=[C:4]([Cl:9])[N:3]=1. The yield is 0.760. (2) The reactants are [OH:1][C:2]1[C:3]([CH2:15][CH:16]=[C:17]([CH3:20])[CH2:18][OH:19])=[C:4]([O:13][CH3:14])[C:5]([CH3:12])=[C:6]2[C:10]=1[C:9](=[O:11])[O:8][CH2:7]2.Br[CH2:22][P:23](=[O:32])([O:28][CH:29]([CH3:31])[CH3:30])[O:24][CH:25]([CH3:27])[CH3:26].CC(C)([O-])C.[Li+]. The catalyst is CN(C=O)C. The product is [CH:29]([O:28][P:23]([CH2:22][O:19][CH2:18][C:17]([CH3:20])=[CH:16][CH2:15][C:3]1[C:2]([OH:1])=[C:10]2[C:6](=[C:5]([CH3:12])[C:4]=1[O:13][CH3:14])[CH2:7][O:8][C:9]2=[O:11])(=[O:32])[O:24][CH:25]([CH3:27])[CH3:26])([CH3:31])[CH3:30]. The yield is 0.320. (3) The product is [F:12][C:11]1[CH:10]=[CH:9][C:8]([O:13][C:14]([F:15])([F:16])[F:17])=[C:7]2[C:6]=1[NH:5][CH:19]=[CH:18]2. The reactants are C(OC(=O)[NH:5][C:6]1[C:11]([F:12])=[CH:10][CH:9]=[C:8]([O:13][C:14]([F:17])([F:16])[F:15])[C:7]=1[C:18]#[C:19][Si](C)(C)C)C.[OH-].[K+]. The yield is 0.910. The catalyst is CC(O)(C)C. (4) The yield is 0.680. The product is [Cl:33][C:27]1[CH:28]=[N:29][CH:30]=[C:31]([Cl:32])[C:26]=1[C:25]([NH:24][C@@H:4]([CH2:5][C:6]1[CH:7]=[C:8]2[C:13](=[CH:14][CH:15]=1)[N:12]=[C:11]([C:16]1[C:17]([Cl:23])=[CH:18][CH:19]=[CH:20][C:21]=1[Cl:22])[CH:10]=[CH:9]2)[C:3]([OH:35])=[O:2])=[O:34]. The reactants are C[O:2][C:3](=[O:35])[C@@H:4]([NH:24][C:25](=[O:34])[C:26]1[C:31]([Cl:32])=[CH:30][N:29]=[CH:28][C:27]=1[Cl:33])[CH2:5][C:6]1[CH:7]=[C:8]2[C:13](=[CH:14][CH:15]=1)[N:12]=[C:11]([C:16]1[C:21]([Cl:22])=[CH:20][CH:19]=[CH:18][C:17]=1[Cl:23])[CH:10]=[CH:9]2.[OH-].[Na+]. The catalyst is C1COCC1.